This data is from Full USPTO retrosynthesis dataset with 1.9M reactions from patents (1976-2016). The task is: Predict the reactants needed to synthesize the given product. (1) Given the product [NH2:1][C:2]1[CH:7]=[CH:6][C:5]([C:8]2[NH:12][N:11]=[C:10]([C:13]([F:22])([F:21])[C:14]([F:20])([F:19])[C:15]([NH2:23])=[O:16])[N:9]=2)=[CH:4][CH:3]=1, predict the reactants needed to synthesize it. The reactants are: [NH2:1][C:2]1[CH:7]=[CH:6][C:5]([C:8]2[NH:12][N:11]=[C:10]([C:13]([F:22])([F:21])[C:14]([F:20])([F:19])[C:15](OC)=[O:16])[N:9]=2)=[CH:4][CH:3]=1.[NH3:23]. (2) The reactants are: [N:1]1[CH:6]=[CH:5][CH:4]=[CH:3][C:2]=1[C@@H:7]([NH:10][C:11]([C:13]1[CH:14]=[N:15][C:16]2[C:21]([CH:22]=1)=[CH:20][CH:19]=[C:18]([NH:23][C:24]([C:26]1[C:27]([C:32]3[CH:37]=[CH:36][C:35]([C:38]([F:41])([F:40])[F:39])=[CH:34][CH:33]=3)=[CH:28][CH:29]=[CH:30][CH:31]=1)=[O:25])[CH:17]=2)=[O:12])[CH2:8][CH3:9].[CH2:42]([S:44]([OH:47])(=[O:46])=[O:45])[CH3:43]. Given the product [CH2:42]([S:44]([OH:47])(=[O:46])=[O:45])[CH3:43].[N:1]1[CH:6]=[CH:5][CH:4]=[CH:3][C:2]=1[C@@H:7]([NH:10][C:11]([C:13]1[CH:14]=[N:15][C:16]2[C:21]([CH:22]=1)=[CH:20][CH:19]=[C:18]([NH:23][C:24]([C:26]1[C:27]([C:32]3[CH:33]=[CH:34][C:35]([C:38]([F:41])([F:39])[F:40])=[CH:36][CH:37]=3)=[CH:28][CH:29]=[CH:30][CH:31]=1)=[O:25])[CH:17]=2)=[O:12])[CH2:8][CH3:9], predict the reactants needed to synthesize it. (3) Given the product [CH3:1][C:2]1[C:7](=[O:8])[C:6]([CH3:9])=[C:5]([CH3:10])[C:4](=[O:11])[C:3]=1[CH2:12][C:13]1[CH:14]=[CH:15][C:16]([CH2:19][CH2:20][C:21]([N:24]2[CH2:29][CH2:28][O:27][CH2:26][CH2:25]2)=[O:22])=[CH:17][CH:18]=1, predict the reactants needed to synthesize it. The reactants are: [CH3:1][C:2]1[C:7](=[O:8])[C:6]([CH3:9])=[C:5]([CH3:10])[C:4](=[O:11])[C:3]=1[CH2:12][C:13]1[CH:18]=[CH:17][C:16]([CH2:19][CH2:20][C:21](O)=[O:22])=[CH:15][CH:14]=1.[NH:24]1[CH2:29][CH2:28][O:27][CH2:26][CH2:25]1. (4) Given the product [Cl:12][C:4]1[C:5]([O:10][CH3:11])=[CH:6][C:7]([O:8][CH3:9])=[C:2]([Cl:1])[C:3]=1[C:13]1[C:14](=[O:41])[N:15]([CH2:25][CH2:26][CH2:27][N:28]2[CH2:29][CH2:30][NH:31][CH2:32][CH2:33]2)[C:16]2[C:21]([CH:22]=1)=[CH:20][N:19]=[C:18]([NH:23][CH3:24])[CH:17]=2, predict the reactants needed to synthesize it. The reactants are: [Cl:1][C:2]1[C:7]([O:8][CH3:9])=[CH:6][C:5]([O:10][CH3:11])=[C:4]([Cl:12])[C:3]=1[C:13]1[C:14](=[O:41])[N:15]([CH2:25][CH2:26][CH2:27][N:28]2[CH2:33][CH2:32][N:31](C(OC(C)(C)C)=O)[CH2:30][CH2:29]2)[C:16]2[C:21]([CH:22]=1)=[CH:20][N:19]=[C:18]([NH:23][CH3:24])[CH:17]=2.Cl. (5) Given the product [C:13]1([CH3:28])[CH:18]=[CH:17][CH:16]=[CH:15][C:14]=1[S:19][C:3]1[C:4]2=[N:5][CH:6]=[CH:7][CH:8]=[C:9]2[NH:1][C:2]=1[C:10]([NH2:12])=[O:11], predict the reactants needed to synthesize it. The reactants are: [NH:1]1[C:9]2[C:4](=[N:5][CH:6]=[CH:7][CH:8]=2)[CH:3]=[C:2]1[C:10]([NH2:12])=[O:11].[C:13]1([CH3:28])[C:14]([S:19][S:19][C:14]2[CH:15]=[CH:16][CH:17]=[CH:18][C:13]=2[CH3:28])=[CH:15][CH:16]=[CH:17][CH:18]=1. (6) Given the product [Cl:2][C:3]1[CH:8]=[CH:7][CH:6]=[C:5]2[C:4]=1[C:19]([C:16]1[CH:17]=[CH:18][C:13]([OH:12])=[CH:14][CH:15]=1)=[C:20]([C:21]1[CH:22]=[CH:23][C:24]([OH:27])=[CH:25][CH:26]=1)[NH:9]2, predict the reactants needed to synthesize it. The reactants are: Cl.[Cl:2][C:3]1[CH:4]=[C:5]([NH:9]N)[CH:6]=[CH:7][CH:8]=1.C[O:12][C:13]1[CH:18]=[CH:17][C:16]([C:19](=O)[CH2:20][C:21]2[CH:26]=[CH:25][C:24]([O:27]C)=[CH:23][CH:22]=2)=[CH:15][CH:14]=1. (7) Given the product [NH2:11][CH:12]1[CH2:13][CH:14]([C:16]2[CH:21]=[CH:20][C:19]([C:22]3[N:23]=[C:24]([C@@H:27]4[CH2:31][CH2:30][CH2:29][N:28]4[C:32]([O:34][C:35]([CH3:38])([CH3:37])[CH3:36])=[O:33])[NH:25][CH:26]=3)=[CH:18][CH:17]=2)[CH2:15]1, predict the reactants needed to synthesize it. The reactants are: C(OC([NH:11][CH:12]1[CH2:15][CH:14]([C:16]2[CH:21]=[CH:20][C:19]([C:22]3[N:23]=[C:24]([C@@H:27]4[CH2:31][CH2:30][CH2:29][N:28]4[C:32]([O:34][C:35]([CH3:38])([CH3:37])[CH3:36])=[O:33])[NH:25][CH:26]=3)=[CH:18][CH:17]=2)[CH2:13]1)=O)C1C=CC=CC=1.